This data is from Reaction yield outcomes from USPTO patents with 853,638 reactions. The task is: Predict the reaction yield, written as a fraction of the theoretical maximum amount of product (1.0 means a 100% yield; for example, 0.34 means a 34% yield). The reactants are [CH2:1]([C:3]1[NH:4][CH:5]=[CH:6][C:7](=[O:10])[C:8]=1[OH:9])[CH3:2].[OH-].[Na+].C([O-])(O)=O.[Na+].[F:18][C:19]([F:24])([F:23])[CH:20](O)[OH:21]. The catalyst is O. The product is [CH2:1]([C:3]1[NH:4][CH:5]=[C:6]([CH:20]([OH:21])[C:19]([F:24])([F:23])[F:18])[C:7](=[O:10])[C:8]=1[OH:9])[CH3:2]. The yield is 0.260.